Dataset: Catalyst prediction with 721,799 reactions and 888 catalyst types from USPTO. Task: Predict which catalyst facilitates the given reaction. (1) Reactant: [Cl:1][C:2]1[C:3]([S:11][C:12]2[N:13](CC3C=CC(OC)=CC=3)[C:14]3[CH:19]=[CH:18][N:17]=[C:16]([NH2:20])[C:15]=3[N:21]=2)=[CH:4][C:5]2[O:9][CH2:8][O:7][C:6]=2[CH:10]=1. Product: [Cl:1][C:2]1[C:3]([S:11][C:12]2[NH:13][C:14]3[CH:19]=[CH:18][N:17]=[C:16]([NH2:20])[C:15]=3[N:21]=2)=[CH:4][C:5]2[O:9][CH2:8][O:7][C:6]=2[CH:10]=1. The catalyst class is: 67. (2) Reactant: [CH3:1][C:2]1[CH:8]=[CH:7][C:6]([N+:9]([O-:11])=[O:10])=[CH:5][C:3]=1[NH2:4].[N+:12]([O-:15])([OH:14])=[O:13].[N:16]#[C:17][NH2:18]. Product: [CH3:1][C:2]1[CH:8]=[CH:7][C:6]([N+:9]([O-:11])=[O:10])=[CH:5][C:3]=1[NH2:4].[N+:12]([O-:15])([OH:14])=[O:13].[NH2:16][C:17]([NH2:4])=[NH:18]. The catalyst class is: 40. (3) Reactant: [C:1]12([C:14]([OH:16])=[O:15])[CH2:10][CH:5]3[CH2:6][CH:7]([CH2:9][C:3]([C:11]([OH:13])=[O:12])([CH2:4]3)[CH2:2]1)[CH2:8]2.I[CH:18]([CH3:20])[CH3:19].N1(C2CCCCCCCCCC2)CCCN=CCC[CH2:24][CH2:23][CH2:22]1. Product: [C:1]12([C:14]([O:16][CH:23]([CH3:24])[CH3:22])=[O:15])[CH2:8][CH:7]3[CH2:6][CH:5]([CH2:4][C:3]([C:11]([O:13][CH:18]([CH3:20])[CH3:19])=[O:12])([CH2:9]3)[CH2:2]1)[CH2:10]2. The catalyst class is: 115. (4) Reactant: [CH2:1]([N:8]1[CH2:13][CH2:12][C:11](=[C:14]([C:28]2[CH:33]=[CH:32][CH:31]=[CH:30][C:29]=2[N+:34]([O-])=O)[C:15]2[CH:27]=[CH:26][C:18]([C:19]([N:21]([CH2:24][CH3:25])[CH2:22][CH3:23])=[O:20])=[CH:17][CH:16]=2)[CH2:10][CH2:9]1)[C:2]1[CH:7]=[CH:6][CH:5]=[CH:4][CH:3]=1.CCO.C1COCC1.O.[NH4+].[Cl-].C(O)(C(F)(F)F)=O. Product: [NH2:34][C:29]1[CH:30]=[CH:31][CH:32]=[CH:33][C:28]=1[C:14](=[C:11]1[CH2:12][CH2:13][N:8]([CH2:1][C:2]2[CH:7]=[CH:6][CH:5]=[CH:4][CH:3]=2)[CH2:9][CH2:10]1)[C:15]1[CH:27]=[CH:26][C:18]([C:19]([N:21]([CH2:24][CH3:25])[CH2:22][CH3:23])=[O:20])=[CH:17][CH:16]=1. The catalyst class is: 292. (5) Reactant: [F:1][C:2]1[C:11]2[C:6](=[CH:7][CH:8]=[CH:9][CH:10]=2)[C:5]([C:12]([OH:14])=O)=[CH:4][CH:3]=1.Cl.C(N=C=NCCCN(C)C)C.O.ON1C2C=CC=CC=2N=N1.[NH2:38][CH:39]([CH2:49][C:50]1[CH:55]=[CH:54][C:53]([C:56]([F:62])([F:61])[C:57]([CH3:60])([CH3:59])[CH3:58])=[CH:52][CH:51]=1)[CH:40]([C:42]1[CH:47]=[CH:46][CH:45]=[C:44]([Cl:48])[CH:43]=1)[OH:41]. Product: [Cl:48][C:44]1[CH:43]=[C:42]([CH:40]([OH:41])[CH:39]([NH:38][C:12]([C:5]2[C:6]3[C:11](=[CH:10][CH:9]=[CH:8][CH:7]=3)[C:2]([F:1])=[CH:3][CH:4]=2)=[O:14])[CH2:49][C:50]2[CH:55]=[CH:54][C:53]([C:56]([F:62])([F:61])[C:57]([CH3:60])([CH3:58])[CH3:59])=[CH:52][CH:51]=2)[CH:47]=[CH:46][CH:45]=1. The catalyst class is: 42. (6) Reactant: N#N.[O:3]1[CH2:8][CH2:7][CH:6](O)[CH2:5][CH2:4]1.[I:10][C:11]1[NH:15][N:14]=[CH:13][CH:12]=1.C1(P(C2C=CC=CC=2)C2C=CC=CC=2)C=CC=CC=1.CC(OC(/N=N/C(OC(C)C)=O)=O)C. Product: [I:10][C:11]1[N:15]([CH:6]2[CH2:7][CH2:8][O:3][CH2:4][CH2:5]2)[N:14]=[CH:13][CH:12]=1. The catalyst class is: 1.